Task: Regression. Given a peptide amino acid sequence and an MHC pseudo amino acid sequence, predict their binding affinity value. This is MHC class I binding data.. Dataset: Peptide-MHC class I binding affinity with 185,985 pairs from IEDB/IMGT The peptide sequence is NSTHNTPVY. The MHC is HLA-B51:01 with pseudo-sequence HLA-B51:01. The binding affinity (normalized) is 0.0847.